Dataset: Full USPTO retrosynthesis dataset with 1.9M reactions from patents (1976-2016). Task: Predict the reactants needed to synthesize the given product. (1) Given the product [Si:8]([O:7][CH2:6][C:5]1[CH:15]=[CH:16][C:2]([CH:31]=[O:32])=[CH:3][CH:4]=1)([C:11]([CH3:14])([CH3:13])[CH3:12])([CH3:10])[CH3:9], predict the reactants needed to synthesize it. The reactants are: Br[C:2]1[CH:16]=[CH:15][C:5]([CH2:6][O:7][Si:8]([C:11]([CH3:14])([CH3:13])[CH3:12])([CH3:10])[CH3:9])=[CH:4][CH:3]=1.C([Li])CCC.CCCCCC.CN([CH:31]=[O:32])C. (2) The reactants are: [Cl:1][C:2]1[CH:23]=[CH:22][C:5]([C:6]([NH:8][C:9]2[CH:14]=[C:13]([N:15]3[CH2:20][CH2:19][O:18][CH2:17][CH2:16]3)[CH:12]=[C:11]([F:21])[CH:10]=2)=[O:7])=[CH:4][C:3]=1[NH:24][C:25](=[O:42])[C:26]1[CH:31]=[C:30]([N:32]2[CH2:37][CH2:36][N:35]([CH3:38])[CH2:34][CH2:33]2)[CH:29]=[CH:28][C:27]=1[N+:39]([O-])=O.C(O)(=O)C.C(=O)([O-])[O-].[Na+].[Na+]. Given the product [NH2:39][C:27]1[CH:28]=[CH:29][C:30]([N:32]2[CH2:37][CH2:36][N:35]([CH3:38])[CH2:34][CH2:33]2)=[CH:31][C:26]=1[C:25]([NH:24][C:3]1[CH:4]=[C:5]([CH:22]=[CH:23][C:2]=1[Cl:1])[C:6]([NH:8][C:9]1[CH:14]=[C:13]([N:15]2[CH2:20][CH2:19][O:18][CH2:17][CH2:16]2)[CH:12]=[C:11]([F:21])[CH:10]=1)=[O:7])=[O:42], predict the reactants needed to synthesize it.